This data is from Reaction yield outcomes from USPTO patents with 853,638 reactions. The task is: Predict the reaction yield, written as a fraction of the theoretical maximum amount of product (1.0 means a 100% yield; for example, 0.34 means a 34% yield). The reactants are FC1C=[CH:6][C:5]([CH2:8][CH2:9]C(O)=O)=[CH:4]C=1.[F:13][C:14]1[CH:19]=[CH:18][C:17]([CH2:20][CH2:21][C:22]([C:24]2[C:30]([OH:31])=[CH:29][C:28]([OH:32])=[CH:27][C:25]=2[OH:26])=[O:23])=[CH:16][CH:15]=1. No catalyst specified. The product is [OH:26][C:25]1[C:27]([CH2:15][CH2:16][CH:17]([CH3:20])[CH3:18])=[C:28]([OH:32])[C:29]([CH2:9][CH2:8][CH:5]([CH3:4])[CH3:6])([CH2:21][CH2:22][CH:24]([CH3:30])[CH3:25])[C:30](=[O:31])[C:24]=1[C:22](=[O:23])[CH2:21][CH2:20][C:17]1[CH:16]=[CH:15][C:14]([F:13])=[CH:19][CH:18]=1. The yield is 0.0800.